The task is: Binary Classification. Given a drug SMILES string, predict its activity (active/inactive) in a high-throughput screening assay against a specified biological target.. This data is from Cav3 T-type calcium channel HTS with 100,875 compounds. (1) The molecule is FC(F)(F)c1ccc(C2CC(OC(=C2)C(=O)NCc2[nH]c3c(n2)cccc3)OCc2ccc(cc2)CO)cc1. The result is 0 (inactive). (2) The molecule is S(=O)(=O)(N1C(CCC1)C(=O)Nc1sc2c(n1)ccc(OC)c2)c1ccc(cc1)C. The result is 1 (active). (3) The compound is O=C(N1CCN(CC1)Cc1cc2OCOc2cc1)c1c2n(ccc1)c(=O)c1c(n2)cccc1. The result is 0 (inactive). (4) The molecule is s1c(NC(=O)COc2cc3c(cc2)cccc3)nc(CC(OCC)=O)c1. The result is 1 (active). (5) The molecule is S(=O)(=O)(c1cc2CCN(c2cc1)C(=O)CC)CCC(=O)NCc1sccc1. The result is 0 (inactive). (6) The result is 0 (inactive). The drug is O=C1CCC(=O)/C1=C(\Nc1cc(c(cc1)C)C)C.